Dataset: Forward reaction prediction with 1.9M reactions from USPTO patents (1976-2016). Task: Predict the product of the given reaction. (1) Given the reactants C1(P(C2CCCCC2)C2C=CC=CC=2C2C(C(C)C)=CC(C(C)C)=CC=2C(C)C)CCCCC1.Br[C:36]1[C:41]([CH3:42])=[CH:40][CH:39]=[CH:38][C:37]=1[C:43]([C:45]1[CH:50]=[CH:49][CH:48]=[CH:47][C:46]=1[CH3:51])=[O:44].[O:52]1[CH2:57][CH2:56][N:55]([C:58]2[C:59]([NH2:77])=[N:60][C:61]3[C:66]([CH:67]=2)=[CH:65][C:64](B2OC(C)(C)C(C)(C)O2)=[CH:63][CH:62]=3)[CH2:54][CH2:53]1.O1CCOCC1, predict the reaction product. The product is: [NH2:77][C:59]1[C:58]([N:55]2[CH2:56][CH2:57][O:52][CH2:53][CH2:54]2)=[CH:67][C:66]2[C:61](=[CH:62][CH:63]=[C:64]([C:36]3[C:41]([CH3:42])=[CH:40][CH:39]=[CH:38][C:37]=3[C:43]([C:45]3[CH:50]=[CH:49][CH:48]=[CH:47][C:46]=3[CH3:51])=[O:44])[CH:65]=2)[N:60]=1. (2) Given the reactants [CH3:1][N:2]([CH2:13][C:14]1[N:18]([CH2:19][C:20]2[CH:27]=[CH:26][C:23]([C:24]#[N:25])=[CH:22][CH:21]=2)[C:17]2[CH:28]=[CH:29][CH:30]=[CH:31][C:16]=2[N:15]=1)[CH:3]1[C:12]2[N:11]=[CH:10][CH:9]=[CH:8][C:7]=2[CH2:6][CH2:5][CH2:4]1, predict the reaction product. The product is: [NH2:25][CH2:24][C:23]1[CH:26]=[CH:27][C:20]([CH2:19][N:18]2[C:17]3[CH:28]=[CH:29][CH:30]=[CH:31][C:16]=3[N:15]=[C:14]2[CH2:13][N:2]([CH3:1])[CH:3]2[C:12]3[N:11]=[CH:10][CH:9]=[CH:8][C:7]=3[CH2:6][CH2:5][CH2:4]2)=[CH:21][CH:22]=1. (3) Given the reactants [C:1]([O:5][C:6](=[O:27])[CH2:7][O:8]/[N:9]=[C:10](/[C:14]1[N:15]=[C:16]([NH:19][C:20]([O:22][C:23]([CH3:26])([CH3:25])[CH3:24])=[O:21])[S:17][CH:18]=1)\[C:11]([OH:13])=O)([CH3:4])([CH3:3])[CH3:2].CCN(C(C)C)C(C)C.CN(C(ON1N=NC2C=CC=NC1=2)=[N+](C)C)C.F[P-](F)(F)(F)(F)F.[N:61]1([CH2:66][C@H:67]2[NH:70][C:69](=[O:71])[C@H:68]2[NH2:72])[CH:65]=[N:64][CH:63]=[N:62]1, predict the reaction product. The product is: [N:61]1([CH2:66][C@@H:67]2[C@H:68]([NH:72][C:11](=[O:13])/[C:10](=[N:9]\[O:8][CH2:7][C:6]([O:5][C:1]([CH3:3])([CH3:4])[CH3:2])=[O:27])/[C:14]3[N:15]=[C:16]([NH:19][C:20]([O:22][C:23]([CH3:26])([CH3:24])[CH3:25])=[O:21])[S:17][CH:18]=3)[C:69](=[O:71])[NH:70]2)[CH:65]=[N:64][CH:63]=[N:62]1. (4) The product is: [CH2:18]([N:13]1[C:12]([C:33]2[CH:34]=[CH:35][C:30]([N:29]([CH3:39])[CH3:28])=[CH:31][CH:32]=2)=[C:11]2[C:15]([CH2:16][CH2:17][NH:8][CH2:9][CH2:10]2)=[N:14]1)[CH3:19]. Given the reactants C(OC([N:8]1[CH2:17][CH2:16][C:15]2[C:11](=[C:12](OS(C(F)(F)F)(=O)=O)[N:13]([CH2:18][CH3:19])[N:14]=2)[CH2:10][CH2:9]1)=O)(C)(C)C.[CH3:28][N:29]([CH3:39])[C:30]1[CH:35]=[CH:34][C:33](B(O)O)=[CH:32][CH:31]=1, predict the reaction product. (5) The product is: [CH3:1][S:2]([C:5]1[CH:6]=[CH:7][C:8]([CH2:11][O:12][CH2:13][C@@H:14]2[CH2:16][C@@H:15]2[CH:17]2[CH2:22][CH2:21][NH:20][CH2:19][CH2:18]2)=[N:9][CH:10]=1)(=[O:3])=[O:4]. Given the reactants [CH3:1][S:2]([C:5]1[CH:6]=[CH:7][C:8]([CH2:11][O:12][CH2:13][C@@H:14]2[CH2:16][C@@H:15]2[CH:17]2[CH2:22][CH2:21][N:20](C(OC(C)(C)C)=O)[CH2:19][CH2:18]2)=[N:9][CH:10]=1)(=[O:4])=[O:3].FC(F)(F)C(O)=O.N, predict the reaction product. (6) Given the reactants Cl[C:2]1[N:3]=[C:4]([N:15]2[CH2:20][CH2:19][O:18][CH2:17][CH2:16]2)[C:5]2[CH:11]=[C:10]([N+:12]([O-:14])=[O:13])[CH:9]=[N:8][C:6]=2[N:7]=1.[O:21]1[CH2:26][CH2:25][N:24]([CH2:27][CH2:28][OH:29])[CH2:23][CH2:22]1.[Na], predict the reaction product. The product is: [N:15]1([C:4]2[C:5]3[CH:11]=[C:10]([N+:12]([O-:14])=[O:13])[CH:9]=[N:8][C:6]=3[N:7]=[C:2]([O:29][CH2:28][CH2:27][N:24]3[CH2:25][CH2:26][O:21][CH2:22][CH2:23]3)[N:3]=2)[CH2:20][CH2:19][O:18][CH2:17][CH2:16]1. (7) Given the reactants [O:1]=[C:2]1[CH:6]([C:7]([O:9]C)=[O:8])[CH2:5][CH2:4][NH:3]1.C[Si](C)(C)[O-].[K+], predict the reaction product. The product is: [O:1]=[C:2]1[CH:6]([C:7]([OH:9])=[O:8])[CH2:5][CH2:4][NH:3]1. (8) Given the reactants [O:1]=[S:2]1(=[O:40])[CH2:6][CH2:5][CH:4]=[C:3]1[C:7]1[CH:39]=[CH:38][C:10]2[NH:11][C:12]([C:17]3[C:18](=[O:37])[N:19]([CH2:29][C:30]4[CH:35]=[CH:34][C:33]([F:36])=[CH:32][CH:31]=4)[C@@H:20]4[C@H:25]([C:26]=3[OH:27])[C@@H:24]3[CH2:28][C@H:21]4[CH2:22][CH2:23]3)=[N:13][S:14](=[O:16])(=[O:15])[C:9]=2[CH:8]=1, predict the reaction product. The product is: [O:40]=[S:2]1(=[O:1])[CH2:6][CH2:5][CH2:4][CH:3]1[C:7]1[CH:39]=[CH:38][C:10]2[NH:11][C:12]([C:17]3[C:18](=[O:37])[N:19]([CH2:29][C:30]4[CH:31]=[CH:32][C:33]([F:36])=[CH:34][CH:35]=4)[C@@H:20]4[C@H:25]([C:26]=3[OH:27])[C@@H:24]3[CH2:28][C@H:21]4[CH2:22][CH2:23]3)=[N:13][S:14](=[O:15])(=[O:16])[C:9]=2[CH:8]=1. (9) Given the reactants [Br:1][C:2]1[C:3]([O:11][CH2:12][CH:13]2[CH2:15][CH2:14]2)=[N:4][CH:5]=[C:6]([CH:10]=1)[C:7]([OH:9])=O.CN(C(ON1N=NC2C=CC=CC1=2)=[N+](C)C)C.[B-](F)(F)(F)F.C(N(CC)C(C)C)(C)C.[NH2:47][C@@H:48]1[CH2:53][CH2:52][CH2:51][CH2:50][C@H:49]1[OH:54], predict the reaction product. The product is: [Br:1][C:2]1[C:3]([O:11][CH2:12][CH:13]2[CH2:15][CH2:14]2)=[N:4][CH:5]=[C:6]([CH:10]=1)[C:7]([NH:47][C@@H:48]1[CH2:53][CH2:52][CH2:51][CH2:50][C@H:49]1[OH:54])=[O:9].